Predict the reaction yield, written as a fraction of the theoretical maximum amount of product (1.0 means a 100% yield; for example, 0.34 means a 34% yield). From a dataset of Reaction yield outcomes from USPTO patents with 853,638 reactions. (1) The reactants are [N:1]1[CH:6]=[CH:5][CH:4]=[C:3]([NH:7][C:8](=[O:15])OCC(Cl)(Cl)Cl)[CH:2]=1.[CH3:16][O:17][C:18]1[CH:19]=[C:20]([C:24]2[N:25]=[C:26]([N:29]3[CH2:34][CH2:33][NH:32][CH2:31][CH2:30]3)[S:27][CH:28]=2)[CH:21]=[CH:22][CH:23]=1.C(N(C(C)C)CC)(C)C.O. The catalyst is CS(C)=O. The product is [CH3:16][O:17][C:18]1[CH:19]=[C:20]([C:24]2[N:25]=[C:26]([N:29]3[CH2:34][CH2:33][N:32]([C:8]([NH:7][C:3]4[CH:2]=[N:1][CH:6]=[CH:5][CH:4]=4)=[O:15])[CH2:31][CH2:30]3)[S:27][CH:28]=2)[CH:21]=[CH:22][CH:23]=1. The yield is 0.585. (2) The reactants are [F:1][CH2:2][CH2:3][NH:4][C:5]1[N:9](C(OCC(C)C)=O)[C:8]2[CH:17]=[CH:18][C:19]([C:21]3[CH:22]=[CH:23][C:24]4[O:30][CH2:29][CH2:28][N:27]([C:31](OC(C)(C)C)=[O:32])[CH2:26][C:25]=4[CH:38]=3)=[CH:20][C:7]=2[N:6]=1.C(O)(C(F)(F)F)=O.CCN(C(C)C)C(C)C.[F:55][C:56]1[CH:57]=[C:58]([CH:62]2[CH2:67][C:66](=[O:68])[CH2:65][CH2:64][N:63]2C(Cl)=O)[CH:59]=[CH:60][CH:61]=1.C(=O)([O-])[O-].[K+].[K+]. The catalyst is C1COCC1. The product is [F:1][CH2:2][CH2:3][NH:4][C:5]1[NH:9][C:8]2[CH:17]=[CH:18][C:19]([C:21]3[CH:22]=[CH:23][C:24]4[O:30][CH2:29][CH2:28][N:27]([C:31]([N:63]5[CH2:64][CH2:65][C:66](=[O:68])[CH2:67][CH:62]5[C:58]5[CH:59]=[CH:60][CH:61]=[C:56]([F:55])[CH:57]=5)=[O:32])[CH2:26][C:25]=4[CH:38]=3)=[CH:20][C:7]=2[N:6]=1. The yield is 0.750. (3) The catalyst is C1C=CC(/C=C/C(/C=C/C2C=CC=CC=2)=O)=CC=1.C1C=CC(/C=C/C(/C=C/C2C=CC=CC=2)=O)=CC=1.C1C=CC(/C=C/C(/C=C/C2C=CC=CC=2)=O)=CC=1.[Pd].[Pd]. The product is [CH2:28]([C:30]1[N:31]([C:2]2[N:10]=[C:9]3[C:5]([N:6]=[C:7]([CH2:12][N:13]4[CH2:14][CH2:15][CH:16]([N:19]([CH3:21])[CH3:20])[CH2:17][CH2:18]4)[N:8]3[CH3:11])=[C:4]([N:22]3[CH2:23][CH2:24][O:25][CH2:26][CH2:27]3)[N:3]=2)[C:32]2[CH:38]=[CH:37][CH:36]=[CH:35][C:33]=2[N:34]=1)[CH3:29]. The reactants are Cl[C:2]1[N:10]=[C:9]2[C:5]([NH:6][CH:7]([CH2:12][N:13]3[CH2:18][CH2:17][CH:16]([N:19]([CH3:21])[CH3:20])[CH2:15][CH2:14]3)[N:8]2[CH3:11])=[C:4]([N:22]2[CH2:27][CH2:26][O:25][CH2:24][CH2:23]2)[N:3]=1.[CH2:28]([C:30]1[NH:34][C:33]2[CH:35]=[CH:36][CH:37]=[CH:38][C:32]=2[N:31]=1)[CH3:29].CC(C1C=C(C(C)C)C(C2C=CC=CC=2P(C2CCCCC2)C2CCCCC2)=C(C(C)C)C=1)C.C(=O)([O-])[O-].[Cs+].[Cs+].CN(C)C=O. The yield is 0.470. (4) The reactants are [Zn](CC)[CH2:2]C.COCCOC.C(I)I.[Si:15]([O:32][CH2:33][CH2:34]/[CH:35]=[CH:36]/[C@@H:37]([NH:42][C:43](=[O:52])[O:44][CH2:45][C:46]1[CH:51]=[CH:50][CH:49]=[CH:48][CH:47]=1)[CH2:38][CH:39]([CH3:41])[CH3:40])([C:28]([CH3:31])([CH3:30])[CH3:29])([C:22]1[CH:27]=[CH:26][CH:25]=[CH:24][CH:23]=1)[C:16]1[CH:21]=[CH:20][CH:19]=[CH:18][CH:17]=1. The catalyst is C(Cl)Cl. The product is [Si:15]([O:32][CH2:33][CH2:34][CH:35]1[CH2:2][CH:36]1[C@@H:37]([NH:42][C:43](=[O:52])[O:44][CH2:45][C:46]1[CH:47]=[CH:48][CH:49]=[CH:50][CH:51]=1)[CH2:38][CH:39]([CH3:41])[CH3:40])([C:28]([CH3:31])([CH3:30])[CH3:29])([C:22]1[CH:27]=[CH:26][CH:25]=[CH:24][CH:23]=1)[C:16]1[CH:17]=[CH:18][CH:19]=[CH:20][CH:21]=1. The yield is 0.680. (5) The reactants are [NH:1]([C:5]1[N:9]([CH2:10][C:11]2[CH:16]=[CH:15][C:14]([CH2:17][N:18]3[CH2:31][CH2:30][CH2:29][N:28](C(OC(C)(C)C)=O)[CH2:27][CH2:26][N:25](C(OC(C)(C)C)=O)[CH2:24][CH2:23][CH2:22][N:21](C(OC(C)(C)C)=O)[CH2:20][CH2:19]3)=[CH:13][CH:12]=2)[C:8]2[CH:53]=[CH:54][CH:55]=[CH:56][C:7]=2[N:6]=1)[C:2]([NH2:4])=[NH:3].[ClH:57]. The catalyst is O1CCOCC1. The product is [ClH:57].[ClH:57].[ClH:57].[ClH:57].[ClH:57].[NH:1]([C:5]1[N:9]([CH2:10][C:11]2[CH:16]=[CH:15][C:14]([CH2:17][N:18]3[CH2:31][CH2:30][CH2:29][NH:28][CH2:27][CH2:26][NH:25][CH2:24][CH2:23][CH2:22][NH:21][CH2:20][CH2:19]3)=[CH:13][CH:12]=2)[C:8]2[CH:53]=[CH:54][CH:55]=[CH:56][C:7]=2[N:6]=1)[C:2]([NH2:4])=[NH:3]. The yield is 0.730.